From a dataset of Full USPTO retrosynthesis dataset with 1.9M reactions from patents (1976-2016). Predict the reactants needed to synthesize the given product. (1) Given the product [F:41][C:42]([F:47])([F:46])[C:43]([OH:45])=[O:44].[NH2:32][C@@H:29]([CH2:30][OH:31])[C:28]([N:25]1[CH2:26][CH2:27][CH:22]([N:13]2[N:12]=[C:11]([C:5]3[CH:6]=[CH:7][C:8]([O:9][CH3:10])=[C:3]([O:2][CH3:1])[CH:4]=3)[C@@H:20]3[C@@H:15]([CH2:16][CH2:17][CH2:18][CH2:19]3)[C:14]2=[O:21])[CH2:23][CH2:24]1)=[O:40], predict the reactants needed to synthesize it. The reactants are: [CH3:1][O:2][C:3]1[CH:4]=[C:5]([C:11]2[C@@H:20]3[C@@H:15]([CH2:16][CH2:17][CH2:18][CH2:19]3)[C:14](=[O:21])[N:13]([CH:22]3[CH2:27][CH2:26][N:25]([C:28](=[O:40])[C@@H:29]([NH:32]C(=O)OC(C)(C)C)[CH2:30][OH:31])[CH2:24][CH2:23]3)[N:12]=2)[CH:6]=[CH:7][C:8]=1[O:9][CH3:10].[F:41][C:42]([F:47])([F:46])[C:43]([OH:45])=[O:44]. (2) Given the product [CH2:1]([O:8][CH2:9][C:10]([NH:12][S:13]([C:15]([CH3:18])([CH3:17])[CH3:16])=[O:14])([C:25]#[N:26])[CH3:11])[C:2]1[CH:7]=[CH:6][CH:5]=[CH:4][CH:3]=1, predict the reactants needed to synthesize it. The reactants are: [CH2:1]([O:8][CH2:9]/[C:10](=[N:12]/[S:13]([C:15]([CH3:18])([CH3:17])[CH3:16])=[O:14])/[CH3:11])[C:2]1[CH:7]=[CH:6][CH:5]=[CH:4][CH:3]=1.[F-].[Cs+].C[Si]([C:25]#[N:26])(C)C. (3) Given the product [CH:1]([C:3]1[CH:4]=[C:5]([CH:9]=[CH:10][C:11]=1[CH2:12][CH3:13])[C:6]([OH:8])=[O:7])=[O:2], predict the reactants needed to synthesize it. The reactants are: [CH:1]([C:3]1[CH:4]=[C:5]([CH:9]=[CH:10][C:11]=1[CH3:12])[C:6]([OH:8])=[O:7])=[O:2].[CH2:13]([Zn]CC)C. (4) Given the product [CH3:22][O:21][C:18]1[N:17]=[CH:16][C:15]([C@@H:11]([NH:10][C:9]2[CH:8]=[CH:7][S:6][C:5]=2[C:3]([O:2][CH3:1])=[O:4])[C:12](=[O:14])[O:13][CH:50]2[CH:51]3[CH2:54][CH2:55][N:48]([CH2:53][CH2:52]3)[CH2:49]2)=[CH:20][CH:19]=1, predict the reactants needed to synthesize it. The reactants are: [CH3:1][O:2][C:3]([C:5]1[S:6][CH:7]=[CH:8][C:9]=1[NH:10][CH:11]([C:15]1[CH:16]=[N:17][C:18]([O:21][CH3:22])=[CH:19][CH:20]=1)[C:12]([OH:14])=[O:13])=[O:4].C(=NC1CCCCC1)=NC1CCCCC1.N1(O)C2C=CC=CC=2N=N1.[N:48]12[CH2:55][CH2:54][CH:51]([CH2:52][CH2:53]1)[C@@H:50](O)[CH2:49]2. (5) Given the product [C:1]([CH2:3][C:4]1([N:15]2[CH:19]=[C:18]([C:20]3[C:21]4[CH:28]=[CH:27][N:26]([CH2:29][O:30][CH2:31][CH2:32][Si:33]([CH3:36])([CH3:35])[CH3:34])[C:22]=4[N:23]=[CH:24][N:25]=3)[CH:17]=[N:16]2)[CH2:7][N:6]([C:8]([O:10][C:11]([CH3:14])([CH3:13])[CH3:12])=[O:9])[CH2:5]1)#[N:2], predict the reactants needed to synthesize it. The reactants are: [C:1]([CH:3]=[C:4]1[CH2:7][N:6]([C:8]([O:10][C:11]([CH3:14])([CH3:13])[CH3:12])=[O:9])[CH2:5]1)#[N:2].[NH:15]1[CH:19]=[C:18]([C:20]2[C:21]3[CH:28]=[CH:27][N:26]([CH2:29][O:30][CH2:31][CH2:32][Si:33]([CH3:36])([CH3:35])[CH3:34])[C:22]=3[N:23]=[CH:24][N:25]=2)[CH:17]=[N:16]1.N12CCCN=C1CCCCC2. (6) Given the product [CH2:26]([O:25][C:23](=[O:24])[NH:15][C:4]1[CH:5]=[C:6]([F:14])[C:7]([N:8]2[CH2:13][CH:12]3[CH:10]([O:11]3)[CH2:9]2)=[C:2]([F:1])[CH:3]=1)[C:27]1[CH:32]=[CH:31][CH:30]=[CH:29][CH:28]=1, predict the reactants needed to synthesize it. The reactants are: [F:1][C:2]1[CH:3]=[C:4]([NH2:15])[CH:5]=[C:6]([F:14])[C:7]=1[N:8]1[CH2:13][CH:12]2[CH:10]([O:11]2)[CH2:9]1.N1C=CC=CC=1.Cl[C:23]([O:25][CH2:26][C:27]1[CH:32]=[CH:31][CH:30]=[CH:29][CH:28]=1)=[O:24]. (7) Given the product [CH3:15][CH:14]([CH3:16])[CH2:13][CH:12]([NH:11][C:8]1[CH:7]=[N:6][C:5]([C:3]([OH:4])=[O:2])=[N:10][CH:9]=1)[C:17]1[CH:22]=[CH:21][C:20]([C:23]2[CH:24]=[CH:25][C:26]([C:29]([F:32])([F:31])[F:30])=[CH:27][CH:28]=2)=[CH:19][CH:18]=1, predict the reactants needed to synthesize it. The reactants are: C[O:2][C:3]([C:5]1[N:10]=[CH:9][C:8]([NH:11][CH:12]([C:17]2[CH:22]=[CH:21][C:20]([C:23]3[CH:28]=[CH:27][C:26]([C:29]([F:32])([F:31])[F:30])=[CH:25][CH:24]=3)=[CH:19][CH:18]=2)[CH2:13][CH:14]([CH3:16])[CH3:15])=[CH:7][N:6]=1)=[O:4].[OH-].[Na+].Cl. (8) Given the product [CH3:37][C:28]1[CH:29]=[C:30]([S:33]([CH3:36])(=[O:35])=[O:34])[N:31]=[CH:32][C:27]=1[C:14]1[CH:15]=[C:10]2[CH:9]=[C:8]([C:7]3[CH:6]=[CH:5][N:4]=[CH:3][C:2]=3[CH3:1])[NH:25][C:11]2=[N:12][CH:13]=1, predict the reactants needed to synthesize it. The reactants are: [CH3:1][C:2]1[CH:3]=[N:4][CH:5]=[CH:6][C:7]=1[C:8]1[NH:25][C:11]2=[N:12][CH:13]=[C:14](B3OC(C)(C)C(C)(C)O3)[CH:15]=[C:10]2[CH:9]=1.Br[C:27]1[C:28]([CH3:37])=[CH:29][C:30]([S:33]([CH3:36])(=[O:35])=[O:34])=[N:31][CH:32]=1. (9) Given the product [CH:1]([C:4]1[CH:5]=[CH:6][C:7]([C:10]2[O:14][C:13]([C:15]3[CH:16]=[C:17]([CH:22]=[CH:23][CH:24]=3)[C:18]([OH:20])=[O:19])=[N:12][N:11]=2)=[CH:8][CH:9]=1)([CH3:3])[CH3:2], predict the reactants needed to synthesize it. The reactants are: [CH:1]([C:4]1[CH:9]=[CH:8][C:7]([C:10]2[O:14][C:13]([C:15]3[CH:16]=[C:17]([CH:22]=[CH:23][CH:24]=3)[C:18]([O:20]C)=[O:19])=[N:12][N:11]=2)=[CH:6][CH:5]=1)([CH3:3])[CH3:2].[OH-].[Na+].C([O-])(O)=O.[Na+].